The task is: Predict the reaction yield, written as a fraction of the theoretical maximum amount of product (1.0 means a 100% yield; for example, 0.34 means a 34% yield).. This data is from Reaction yield outcomes from USPTO patents with 853,638 reactions. (1) The reactants are [CH3:1]CN(C(C)C)C(C)C.F[C:11](F)(F)[C:12]([OH:14])=[O:13].[NH2:17][C@H:18]1[CH2:24][O:23][C:22]2C(C(OC)=O)=[CH:26][CH:27]=[CH:28][C:21]=2[N:20]([CH2:33][C:34]2[C:43]3[C:38](=[CH:39][C:40]([Br:44])=[CH:41][CH:42]=3)[CH:37]=[CH:36][C:35]=2[O:45][CH3:46])[C:19]1=[O:47].[C:48]([O:52][C:53]([N:55]([CH3:61])[C@@H:56]([CH3:60])[C:57](O)=[O:58])=[O:54])([CH3:51])([CH3:50])[CH3:49].CN(C(ON1N=NC2C=CC=CC1=2)=[N+](C)C)C.F[P-](F)(F)(F)(F)F.C1C=CC2N(O)N=NC=2C=1.O. The catalyst is CN(C=O)C.CCOC(C)=O. The product is [Br:44][C:40]1[CH:39]=[C:38]2[C:43](=[CH:42][CH:41]=1)[C:34]([CH2:33][N:20]1[C:19](=[O:47])[C@@H:18]([NH:17][C:57](=[O:58])[C@@H:56]([N:55]([C:53]([O:52][C:48]([CH3:51])([CH3:50])[CH3:49])=[O:54])[CH3:61])[CH3:60])[CH2:24][O:23][C:22]3[C:11]([C:12]([O:14][CH3:1])=[O:13])=[CH:26][CH:27]=[CH:28][C:21]1=3)=[C:35]([O:45][CH3:46])[CH:36]=[CH:37]2. The yield is 0.980. (2) The reactants are N1CCNC[CH2:2]1.CNC(=O)C1C=CC(N2CCNCC2)=CC=1.[F:23][C:24]1[CH:33]=[CH:32][C:27]([C:28]([NH:30][CH3:31])=[O:29])=[CH:26][CH:25]=1. The catalyst is CS(C)=O. The product is [CH2:31]([NH:30][C:28](=[O:29])[C:27]1[CH:26]=[CH:25][C:24]([F:23])=[CH:33][CH:32]=1)[CH3:2]. The yield is 0.657. (3) The reactants are [Cl:1][C:2]1[CH:7]=[CH:6][C:5]([N+:8]([O-:10])=[O:9])=[CH:4][C:3]=1I.[Br-].[N:13]1[CH:18]=[CH:17][CH:16]=[CH:15][C:14]=1[Zn+]. The catalyst is CC(N(C)C)=O.C1C=CC([P]([Pd]([P](C2C=CC=CC=2)(C2C=CC=CC=2)C2C=CC=CC=2)([P](C2C=CC=CC=2)(C2C=CC=CC=2)C2C=CC=CC=2)[P](C2C=CC=CC=2)(C2C=CC=CC=2)C2C=CC=CC=2)(C2C=CC=CC=2)C2C=CC=CC=2)=CC=1.C1C=CC(P(C2C=CC=CC=2)C2C=CC=CC=2)=CC=1. The product is [Cl:1][C:2]1[CH:7]=[CH:6][C:5]([N+:8]([O-:10])=[O:9])=[CH:4][C:3]=1[C:14]1[CH:15]=[CH:16][CH:17]=[CH:18][N:13]=1. The yield is 0.600. (4) The reactants are [CH2:1]([N:8]1[CH2:14][C@@H:13]2[C@H:9]1[CH2:10][CH2:11][NH:12]2)[C:2]1[CH:7]=[CH:6][CH:5]=[CH:4][CH:3]=1.Br[C:16]1[CH:17]=[N:18][CH:19]=[CH:20][CH:21]=1.CC(C)([O-])C.[Na+]. No catalyst specified. The product is [CH2:1]([N:8]1[CH2:14][C@@H:13]2[C@H:9]1[CH2:10][CH2:11][N:12]2[C:16]1[CH:17]=[N:18][CH:19]=[CH:20][CH:21]=1)[C:2]1[CH:3]=[CH:4][CH:5]=[CH:6][CH:7]=1. The yield is 0.980.